Dataset: Forward reaction prediction with 1.9M reactions from USPTO patents (1976-2016). Task: Predict the product of the given reaction. (1) Given the reactants [Cl:1][C:2]1[CH:10]=[CH:9][C:5]([C:6](Cl)=[O:7])=[CH:4][CH:3]=1.[CH3:11][O:12][C:13]1[CH:14]=[C:15]2[C:20](=[CH:21][C:22]=1[O:23][CH3:24])[N:19]=[CH:18][N:17]=[C:16]2[NH:25][C:26]1[S:27][C:28]2[CH:34]=[C:33]([NH2:35])[CH:32]=[CH:31][C:29]=2[N:30]=1, predict the reaction product. The product is: [Cl:1][C:2]1[CH:10]=[CH:9][C:5]([C:6]([NH:35][C:33]2[CH:32]=[CH:31][C:29]3[N:30]=[C:26]([NH:25][C:16]4[C:15]5[C:20](=[CH:21][C:22]([O:23][CH3:24])=[C:13]([O:12][CH3:11])[CH:14]=5)[N:19]=[CH:18][N:17]=4)[S:27][C:28]=3[CH:34]=2)=[O:7])=[CH:4][CH:3]=1. (2) Given the reactants [CH2:1]([O:8][CH2:9][CH2:10][OH:11])[C:2]1[CH:7]=[CH:6][CH:5]=[CH:4][CH:3]=1.Br[CH2:13][C:14]([O:16][C:17]([CH3:20])([CH3:19])[CH3:18])=[O:15].C(=O)([O-])[O-].[K+].[K+], predict the reaction product. The product is: [CH2:1]([O:8][CH2:9][CH2:10][O:11][CH2:13][C:14]([O:16][C:17]([CH3:20])([CH3:19])[CH3:18])=[O:15])[C:2]1[CH:7]=[CH:6][CH:5]=[CH:4][CH:3]=1. (3) Given the reactants [CH3:1][O:2][C:3]1[CH:4]=[C:5]([C:12](=[O:14])[CH3:13])[CH:6]=[CH:7][C:8]=1[N+:9]([O-])=O.Cl, predict the reaction product. The product is: [NH2:9][C:8]1[CH:7]=[CH:6][C:5]([C:12](=[O:14])[CH3:13])=[CH:4][C:3]=1[O:2][CH3:1]. (4) Given the reactants [S:1]1[CH:5]=[CH:4][CH:3]=[CH:2]1.C([Li])CCC.Cl[CH2:12][CH2:13][C:14]([CH3:17])([CH3:16])[CH3:15].CN(C)[CH:20]=[O:21].Cl, predict the reaction product. The product is: [CH3:15][C:14]([CH3:17])([CH3:16])[CH2:13][CH2:12][C:5]1[S:1][C:2]([CH:20]=[O:21])=[CH:3][CH:4]=1. (5) Given the reactants [CH3:1][O:2][C:3]1[CH:4]=[C:5]([CH:13]([CH3:18])[CH2:14][C:15](O)=[O:16])[CH:6]=[CH:7][C:8]=1[O:9][CH2:10][C:11]#[CH:12].S(Cl)([Cl:21])=O, predict the reaction product. The product is: [CH3:1][O:2][C:3]1[CH:4]=[C:5]([CH:13]([CH3:18])[CH2:14][C:15]([Cl:21])=[O:16])[CH:6]=[CH:7][C:8]=1[O:9][CH2:10][C:11]#[CH:12]. (6) Given the reactants CC1C=C(CCC(OC)=O)C=C(C(=O)NC)C=1.[CH3:18][O:19][C:20]1[CH:25]=[C:24]([C:26](=[O:29])[NH:27][CH3:28])[N:23]=[C:22](/[CH:30]=[CH:31]/[C:32]([O:34][CH3:35])=[O:33])[CH:21]=1, predict the reaction product. The product is: [CH3:18][O:19][C:20]1[CH:25]=[C:24]([C:26](=[O:29])[NH:27][CH3:28])[N:23]=[C:22]([CH2:30][CH2:31][C:32]([O:34][CH3:35])=[O:33])[CH:21]=1.